From a dataset of Reaction yield outcomes from USPTO patents with 853,638 reactions. Predict the reaction yield, written as a fraction of the theoretical maximum amount of product (1.0 means a 100% yield; for example, 0.34 means a 34% yield). (1) The catalyst is ClCCl. The product is [O:30]1[CH:34]=[CH:33][CH:32]=[C:31]1[C:35]([O:1][C@H:2]1[CH2:26][CH2:25][C@@:24]2([CH3:27])[C@@H:4]([C:5](=[O:29])[O:6][C:7]3[C@H:8]4[C@:20]([CH3:28])([CH2:21][CH2:22][C:23]=32)[C@@H:11]([C@H:12]([CH3:19])[CH2:13][CH2:14][CH2:15][CH:16]([CH3:18])[CH3:17])[CH2:10][CH2:9]4)[CH2:3]1)=[O:36]. The yield is 1.00. The reactants are [OH:1][C@H:2]1[CH2:26][CH2:25][C@@:24]2([CH3:27])[C@@H:4]([C:5](=[O:29])[O:6][C:7]3[C@H:8]4[C@:20]([CH3:28])([CH2:21][CH2:22][C:23]=32)[C@@H:11]([C@H:12]([CH3:19])[CH2:13][CH2:14][CH2:15][CH:16]([CH3:18])[CH3:17])[CH2:10][CH2:9]4)[CH2:3]1.[O:30]1[CH:34]=[CH:33][CH:32]=[C:31]1[C:35](Cl)=[O:36].N1C=CC=CC=1.C(=O)(O)[O-].[Na+]. (2) The reactants are [Br:1][C:2]1[CH:7]=[CH:6][C:5]([NH:8][S:9]([C:12]2[CH:17]=[CH:16][C:15](Cl)=[C:14]([N+:19]([O-:21])=[O:20])[CH:13]=2)(=[O:11])=[O:10])=[CH:4][CH:3]=1.[NH2:22][C:23]1[CH:28]=[CH:27][C:26]([SH:29])=[CH:25][CH:24]=1.C([O-])(=O)C.[Na+]. The catalyst is C(O)C. The product is [NH2:22][C:23]1[CH:28]=[CH:27][C:26]([S:29][C:15]2[CH:16]=[CH:17][C:12]([S:9]([NH:8][C:5]3[CH:6]=[CH:7][C:2]([Br:1])=[CH:3][CH:4]=3)(=[O:11])=[O:10])=[CH:13][C:14]=2[N+:19]([O-:21])=[O:20])=[CH:25][CH:24]=1. The yield is 1.00. (3) The reactants are [NH:1]1[CH2:6][CH2:5][CH:4]([CH2:7][CH2:8][CH2:9][C:10]([O:12][CH2:13][CH3:14])=[O:11])[CH2:3][CH2:2]1.[CH3:15][NH:16][C:17]([N:19]1[C:27]2[C:22](=[CH:23][C:24]([O:28][C:29]3[CH:34]=[CH:33][N:32]=[C:31]([N:35](C(OC4C=CC=CC=4)=O)[C:36](=O)[O:37]C4C=CC=CC=4)[CH:30]=3)=[CH:25][CH:26]=2)[CH:21]=[CH:20]1)=[O:18]. The catalyst is CN(C)C=O. The product is [CH3:15][NH:16][C:17]([N:19]1[C:27]2[C:22](=[CH:23][C:24]([O:28][C:29]3[CH:34]=[CH:33][N:32]=[C:31]([NH:35][C:36]([N:1]4[CH2:6][CH2:5][CH:4]([CH2:7][CH2:8][CH2:9][C:10]([O:12][CH2:13][CH3:14])=[O:11])[CH2:3][CH2:2]4)=[O:37])[CH:30]=3)=[CH:25][CH:26]=2)[CH:21]=[CH:20]1)=[O:18]. The yield is 0.800. (4) The reactants are [C:1]1([C@H:7]([NH:10][C:11]([C:13]2[CH:14]=[C:15](Br)[N:16]3[CH2:21][CH2:20][O:19][CH2:18][C:17]=23)=[O:12])[CH2:8][CH3:9])[CH:6]=[CH:5][CH:4]=[CH:3][CH:2]=1.N12CCCN=C1CCCCC2.[C:34]1([C@H:40]([NH2:43])[CH2:41][CH3:42])[CH:39]=[CH:38][CH:37]=[CH:36][CH:35]=1.[C:44](=O)([O-])[OH:45].[Na+]. The catalyst is O1CCCC1. The product is [C:34]1([C@H:40]([NH:43][C:44]([C:15]2[N:16]3[C:17]([CH2:18][O:19][CH2:20][CH2:21]3)=[C:13]([C:11]([NH:10][C@@H:7]([C:1]3[CH:6]=[CH:5][CH:4]=[CH:3][CH:2]=3)[CH2:8][CH3:9])=[O:12])[CH:14]=2)=[O:45])[CH2:41][CH3:42])[CH:39]=[CH:38][CH:37]=[CH:36][CH:35]=1. The yield is 0.350.